Dataset: Full USPTO retrosynthesis dataset with 1.9M reactions from patents (1976-2016). Task: Predict the reactants needed to synthesize the given product. (1) Given the product [C:3]([OH:2])(=[O:13])[CH2:4][CH2:5][CH2:6][CH2:7][CH2:8][CH2:9][C:10]([OH:14])=[O:20].[CH3:1][O:2][C:3](=[O:13])[CH2:4][CH2:5][CH2:6][CH2:7][CH2:8][CH2:9][CH:10]=[CH:11][CH3:12], predict the reactants needed to synthesize it. The reactants are: [CH3:1][O:2][C:3](=[O:13])[CH2:4][CH2:5][CH2:6][CH2:7][CH2:8][CH2:9][CH:10]=[CH:11][CH3:12].[O-:14][Mn](=O)(=O)=O.[K+].[OH2:20]. (2) The reactants are: [NH2:1][C:2]1[CH:7]=[CH:6][CH:5]=[CH:4][N:3]=1.[Sn](C[CH2:16][CH2:17][CH3:18])(CCCC)(Cl)Cl.C([O-])([O-])=[O:20].[K+].[K+].CN(C=O)C.C[O:31][CH2:32][CH2:33]OC. Given the product [CH3:33][CH2:32][O:31][C:16]([C:17]1[N:1]=[C:2]2[N:3]([CH:4]=[CH:5][CH:6]=[CH:7]2)[CH:18]=1)=[O:20], predict the reactants needed to synthesize it. (3) Given the product [CH2:1]([O:8][C:9]([N:11]1[CH2:12][CH2:13][CH:14]([CH2:17][N:18]([C:37](=[O:38])[C:36]2[CH:40]=[CH:41][C:42]([Cl:44])=[CH:43][C:35]=2[Cl:34])[C:19]2[CH:23]=[C:22]([C:24]3[CH:29]=[CH:28][CH:27]=[CH:26][CH:25]=3)[S:21][C:20]=2[C:30]([O:32][CH3:33])=[O:31])[CH2:15][CH2:16]1)=[O:10])[C:2]1[CH:7]=[CH:6][CH:5]=[CH:4][CH:3]=1, predict the reactants needed to synthesize it. The reactants are: [CH2:1]([O:8][C:9]([N:11]1[CH2:16][CH2:15][CH:14]([CH2:17][NH:18][C:19]2[CH:23]=[C:22]([C:24]3[CH:29]=[CH:28][CH:27]=[CH:26][CH:25]=3)[S:21][C:20]=2[C:30]([O:32][CH3:33])=[O:31])[CH2:13][CH2:12]1)=[O:10])[C:2]1[CH:7]=[CH:6][CH:5]=[CH:4][CH:3]=1.[Cl:34][C:35]1[CH:43]=[C:42]([Cl:44])[CH:41]=[CH:40][C:36]=1[C:37](Cl)=[O:38]. (4) Given the product [F:38][C:18]1[CH:17]=[C:16]([NH:15][C:12]([NH:13][C:8](=[O:9])[CH2:7][C:1]2[CH:6]=[CH:5][CH:4]=[CH:3][CH:2]=2)=[S:11])[CH:37]=[CH:36][C:19]=1[O:20][C:21]1[N:26]=[CH:25][N:24]=[C:23]([NH:27][C:28]([N:30]2[CH2:35][CH2:34][CH2:33][CH2:32][CH2:31]2)=[O:29])[CH:22]=1, predict the reactants needed to synthesize it. The reactants are: [C:1]1([CH2:7][C:8](Cl)=[O:9])[CH:6]=[CH:5][CH:4]=[CH:3][CH:2]=1.[S-:11][C:12]#[N:13].[K+].[NH2:15][C:16]1[CH:37]=[CH:36][C:19]([O:20][C:21]2[N:26]=[CH:25][N:24]=[C:23]([NH:27][C:28]([N:30]3[CH2:35][CH2:34][CH2:33][CH2:32][CH2:31]3)=[O:29])[CH:22]=2)=[C:18]([F:38])[CH:17]=1.CCCCCC. (5) Given the product [C:7]1([S:13]([CH2:16][CH2:17][CH2:18][C:19]2[N:23]([CH2:24][CH2:25][CH2:26][CH3:27])[N:22]=[C:21]([C:28]([NH2:32])=[O:30])[CH:20]=2)(=[O:15])=[O:14])[CH:12]=[CH:11][CH:10]=[CH:9][CH:8]=1, predict the reactants needed to synthesize it. The reactants are: C(Cl)(=O)C(Cl)=O.[C:7]1([S:13]([CH2:16][CH2:17][CH2:18][C:19]2[N:23]([CH2:24][CH2:25][CH2:26][CH3:27])[N:22]=[C:21]([C:28]([OH:30])=O)[CH:20]=2)(=[O:15])=[O:14])[CH:12]=[CH:11][CH:10]=[CH:9][CH:8]=1.[Cl-].[NH4+:32]. (6) Given the product [OH:57][C@H:56]([CH2:55][O:54][C:51]1[CH:52]=[CH:53][C:48]([OH:47])=[CH:49][CH:50]=1)[CH2:58][NH:1][CH2:2][CH2:3][C:4]1[CH:5]=[CH:6][C:7]([NH:8][CH:9]2[CH2:10][CH2:11][N:12]([C:15]([C:17]3[S:18][C:19]4[CH:27]=[CH:26][CH:25]=[CH:24][C:20]=4[C:21]=3[O:22][CH3:23])=[O:16])[CH2:13][CH2:14]2)=[CH:28][CH:29]=1, predict the reactants needed to synthesize it. The reactants are: [NH2:1][CH2:2][CH2:3][C:4]1[CH:29]=[CH:28][C:7]([NH:8][CH:9]2[CH2:14][CH2:13][N:12]([C:15]([C:17]3[S:18][C:19]4[CH:27]=[CH:26][CH:25]=[CH:24][C:20]=4[C:21]=3[O:22][CH3:23])=[O:16])[CH2:11][CH2:10]2)=[CH:6][CH:5]=1.C([Si]([O:47][C:48]1[CH:53]=[CH:52][C:51]([O:54][CH2:55][CH:56]2[CH2:58][O:57]2)=[CH:50][CH:49]=1)(C1C=CC=CC=1)C1C=CC=CC=1)(C)(C)C. (7) Given the product [NH2:30][C:31]1[N:36]=[CH:35][C:34]([C:2]2[CH:29]=[CH:28][C:5]3[N:6]([C:24]([CH3:26])([CH3:25])[CH3:27])[C:7]([C:9]4[CH:10]=[C:11]([C:20]([OH:23])([CH3:22])[CH3:21])[CH:12]=[CH:13][C:14]=4[N:15]4[CH:19]=[N:18][CH:17]=[N:16]4)=[N:8][C:4]=3[CH:3]=2)=[CH:33][N:32]=1, predict the reactants needed to synthesize it. The reactants are: Br[C:2]1[CH:29]=[CH:28][C:5]2[N:6]([C:24]([CH3:27])([CH3:26])[CH3:25])[C:7]([C:9]3[CH:10]=[C:11]([C:20]([OH:23])([CH3:22])[CH3:21])[CH:12]=[CH:13][C:14]=3[N:15]3[CH:19]=[N:18][CH:17]=[N:16]3)=[N:8][C:4]=2[CH:3]=1.[NH2:30][C:31]1[N:36]=[CH:35][C:34](B2OC(C)(C)C(C)(C)O2)=[CH:33][N:32]=1.C([O-])([O-])=O.[Na+].[Na+]. (8) Given the product [CH2:1]([N:3]1[C:7]2=[N:8][C:9]([CH2:24][CH3:25])=[C:10]([C:19]([OH:21])=[O:20])[C:11]([NH:12][CH:13]3[CH2:18][CH2:17][O:16][CH2:15][CH2:14]3)=[C:6]2[CH:5]=[N:4]1)[CH3:2], predict the reactants needed to synthesize it. The reactants are: [CH2:1]([N:3]1[C:7]2=[N:8][C:9]([CH2:24][CH3:25])=[C:10]([C:19]([O:21]CC)=[O:20])[C:11]([NH:12][CH:13]3[CH2:18][CH2:17][O:16][CH2:15][CH2:14]3)=[C:6]2[CH:5]=[N:4]1)[CH3:2].[Li+].[OH-].CO. (9) Given the product [Br-:27].[N:1]1([C:8]([C:21]2[CH:22]=[CH:23][CH:24]=[CH:25][CH:26]=2)([CH3:20])[C:9]([O:11][C@@H:12]2[CH:17]3[CH2:18][CH2:19][N+:14]([CH2:28][C:29]([NH:31][C:32]4[CH:36]=[CH:35][O:34][N:33]=4)=[O:30])([CH2:15][CH2:16]3)[CH2:13]2)=[O:10])[CH2:2][CH2:3][CH2:4][CH2:5][CH2:6][CH2:7]1, predict the reactants needed to synthesize it. The reactants are: [N:1]1([C:8]([C:21]2[CH:26]=[CH:25][CH:24]=[CH:23][CH:22]=2)([CH3:20])[C:9]([O:11][C@@H:12]2[CH:17]3[CH2:18][CH2:19][N:14]([CH2:15][CH2:16]3)[CH2:13]2)=[O:10])[CH2:7][CH2:6][CH2:5][CH2:4][CH2:3][CH2:2]1.[Br:27][CH2:28][C:29]([NH:31][C:32]1[CH:36]=[CH:35][O:34][N:33]=1)=[O:30].C(OCC)C. (10) Given the product [Br-:33].[CH2:26]([N+:1]1[CH:6]=[CH:5][C:4]([C:7]([NH:9][C:10]2[CH:25]=[CH:24][CH:23]=[CH:22][C:11]=2[C:12]([NH:14][C:15]2[CH:20]=[CH:19][C:18]([Cl:21])=[CH:17][CH:16]=2)=[O:13])=[O:8])=[CH:3][CH:2]=1)[C:27]1[CH:32]=[CH:31][CH:30]=[CH:29][CH:28]=1, predict the reactants needed to synthesize it. The reactants are: [N:1]1[CH:6]=[CH:5][C:4]([C:7]([NH:9][C:10]2[CH:25]=[CH:24][CH:23]=[CH:22][C:11]=2[C:12]([NH:14][C:15]2[CH:20]=[CH:19][C:18]([Cl:21])=[CH:17][CH:16]=2)=[O:13])=[O:8])=[CH:3][CH:2]=1.[CH2:26]([Br:33])[C:27]1[CH:32]=[CH:31][CH:30]=[CH:29][CH:28]=1.